Dataset: Reaction yield outcomes from USPTO patents with 853,638 reactions. Task: Predict the reaction yield, written as a fraction of the theoretical maximum amount of product (1.0 means a 100% yield; for example, 0.34 means a 34% yield). (1) The reactants are Cl.[CH:2]1[C:12]2[CH2:11][CH2:10][C:9]3[CH:13]=[CH:14][CH:15]=[CH:16][C:8]=3[C:7](=[CH:17][CH2:18][CH2:19][NH2:20])[C:6]=2[CH:5]=[CH:4][CH:3]=1.C(N(CC)CC)C.[C:28]([C:30]1[CH:35]=[CH:34][C:33]([S:36](Cl)(=[O:38])=[O:37])=[CH:32][CH:31]=1)#[N:29]. The catalyst is CN(C=O)C. The product is [CH:2]1[C:12]2[CH2:11][CH2:10][C:9]3[CH:13]=[CH:14][CH:15]=[CH:16][C:8]=3[C:7](=[CH:17][CH2:18][CH2:19][NH:20][S:36]([C:33]3[CH:32]=[CH:31][C:30]([C:28]#[N:29])=[CH:35][CH:34]=3)(=[O:38])=[O:37])[C:6]=2[CH:5]=[CH:4][CH:3]=1. The yield is 0.600. (2) The reactants are [Br:1][CH2:2][C:3]1[N:4]=[C:5]([C:19]2[CH:24]=[CH:23][C:22]([C:25]([F:28])([F:27])[F:26])=[CH:21][CH:20]=2)[S:6][C:7]=1[CH2:8][CH2:9][C:10]1[CH:15]=[CH:14][C:13]([O:16]C)=[C:12]([CH3:18])[CH:11]=1.C(=O)=O.CC(C)=O.B(Br)(Br)Br. The catalyst is C(Cl)Cl. The product is [Br:1][CH2:2][C:3]1[N:4]=[C:5]([C:19]2[CH:24]=[CH:23][C:22]([C:25]([F:28])([F:27])[F:26])=[CH:21][CH:20]=2)[S:6][C:7]=1[CH2:8][CH2:9][C:10]1[CH:15]=[CH:14][C:13]([OH:16])=[C:12]([CH3:18])[CH:11]=1. The yield is 1.00.